From a dataset of Full USPTO retrosynthesis dataset with 1.9M reactions from patents (1976-2016). Predict the reactants needed to synthesize the given product. (1) Given the product [C:1]([O:5][C:6]([N:8]1[CH2:13][CH2:12][N:11]([C:14]2[S:15][C:16]([C:25]3[N:30]=[CH:29][CH:28]=[CH:27][N:26]=3)=[CH:17][N:18]=2)[CH2:10][CH2:9]1)=[O:7])([CH3:4])([CH3:3])[CH3:2], predict the reactants needed to synthesize it. The reactants are: [C:1]([O:5][C:6]([N:8]1[CH2:13][CH2:12][N:11]([C:14]2[S:15][C:16](Br)=[CH:17][N:18]=2)[CH2:10][CH2:9]1)=[O:7])([CH3:4])([CH3:3])[CH3:2].C([Sn](CCCC)(CCCC)[C:25]1[N:30]=[CH:29][CH:28]=[CH:27][N:26]=1)CCC.[F-].[Cs+]. (2) Given the product [CH3:1][O:2][C:3]1[CH:20]=[CH:19][C:6]([CH2:7][O:8][C:9]2[C:10](=[O:18])[CH:11]=[C:12]([C:15]([OH:17])=[O:16])[N:22]([CH3:21])[CH:14]=2)=[CH:5][CH:4]=1, predict the reactants needed to synthesize it. The reactants are: [CH3:1][O:2][C:3]1[CH:20]=[CH:19][C:6]([CH2:7][O:8][C:9]2[C:10](=[O:18])[CH:11]=[C:12]([C:15]([OH:17])=[O:16])O[CH:14]=2)=[CH:5][CH:4]=1.[CH3:21][NH2:22].Cl. (3) Given the product [ClH:24].[CH2:21]([O:20][C:18]([C:13]1[CH:14]=[N:15][C:16]2[CH2:17][N:8]([CH2:7][C:6]([OH:23])=[O:5])[CH2:9][CH2:10][C:11]=2[CH:12]=1)=[O:19])[CH3:22], predict the reactants needed to synthesize it. The reactants are: C([O:5][C:6](=[O:23])[CH2:7][N:8]1[CH2:17][C:16]2[N:15]=[CH:14][C:13]([C:18]([O:20][CH2:21][CH3:22])=[O:19])=[CH:12][C:11]=2[CH2:10][CH2:9]1)(C)(C)C.[ClH:24]. (4) Given the product [NH2:1][C:4]1[CH:5]=[C:6]2[C:10](=[CH:11][CH:12]=1)[NH:9][C:8]([C:13]([O:15][CH2:16][CH3:17])=[O:14])=[CH:7]2, predict the reactants needed to synthesize it. The reactants are: [N+:1]([C:4]1[CH:5]=[C:6]2[C:10](=[CH:11][CH:12]=1)[NH:9][C:8]([C:13]([O:15][CH2:16][CH3:17])=[O:14])=[CH:7]2)([O-])=O.